This data is from Peptide-MHC class II binding affinity with 134,281 pairs from IEDB. The task is: Regression. Given a peptide amino acid sequence and an MHC pseudo amino acid sequence, predict their binding affinity value. This is MHC class II binding data. (1) The peptide sequence is SQDLELSWNLNQLQAY. The MHC is DRB1_0802 with pseudo-sequence DRB1_0802. The binding affinity (normalized) is 0.238. (2) The peptide sequence is GGRSLTDLLRALGAQ. The MHC is DRB1_0301 with pseudo-sequence DRB1_0301. The binding affinity (normalized) is 0.0491. (3) The binding affinity (normalized) is 0.590. The peptide sequence is GEHQIVDKIDAAFKI. The MHC is DRB1_1302 with pseudo-sequence DRB1_1302. (4) The peptide sequence is GPIVHDAIHRSAARS. The MHC is HLA-DPA10301-DPB10402 with pseudo-sequence HLA-DPA10301-DPB10402. The binding affinity (normalized) is 0.186. (5) The peptide sequence is IDLVPTQPLPNASFD. The MHC is DRB1_0101 with pseudo-sequence DRB1_0101. The binding affinity (normalized) is 0.467.